From a dataset of CYP3A4 substrate classification data from Carbon-Mangels et al.. Regression/Classification. Given a drug SMILES string, predict its absorption, distribution, metabolism, or excretion properties. Task type varies by dataset: regression for continuous measurements (e.g., permeability, clearance, half-life) or binary classification for categorical outcomes (e.g., BBB penetration, CYP inhibition). Dataset: cyp3a4_substrate_carbonmangels. (1) The compound is Cc1onc(-c2ccccc2)c1-c1ccc(S(N)(=O)=O)cc1. The result is 1 (substrate). (2) The molecule is CS(=O)(=O)c1ccc(C2=C(c3ccccc3)C(=O)OC2)cc1. The result is 0 (non-substrate).